Dataset: Reaction yield outcomes from USPTO patents with 853,638 reactions. Task: Predict the reaction yield, written as a fraction of the theoretical maximum amount of product (1.0 means a 100% yield; for example, 0.34 means a 34% yield). (1) The reactants are [Cl:1][C:2]1[CH:3]=[C:4]([CH:9]=[C:10]([CH3:16])[C:11]([O:13][CH2:14][CH3:15])=[O:12])[CH:5]=[CH:6][C:7]=1[OH:8].[H][H]. The catalyst is C(OCC)(=O)C.[Pd]. The product is [Cl:1][C:2]1[CH:3]=[C:4]([CH2:9][CH:10]([CH3:16])[C:11]([O:13][CH2:14][CH3:15])=[O:12])[CH:5]=[CH:6][C:7]=1[OH:8]. The yield is 0.969. (2) The reactants are [C:1]([O:9]CC)(=[O:8])[CH2:2][C:3]([O:5]CC)=[O:4].C[O-].[Na+].Br[CH2:16][CH:17]1[CH2:21][CH2:20][CH2:19][CH2:18]1.[OH-].[Na+]. The catalyst is O.CO. The product is [CH:17]1([CH2:16][CH:2]([C:3]([OH:5])=[O:4])[C:1]([OH:9])=[O:8])[CH2:21][CH2:20][CH2:19][CH2:18]1. The yield is 0.590. (3) The product is [C:1]([C:3]1[CH:4]=[C:5]([CH3:16])[C:6]([C:9]([OH:11])=[O:10])=[N:7][CH:8]=1)#[N:2]. The reactants are [C:1]([C:3]1[CH:4]=[C:5]([CH3:16])[C:6]([C:9]([O:11]C(C)(C)C)=[O:10])=[N:7][CH:8]=1)#[N:2].C(O)(C(F)(F)F)=O. The catalyst is C(Cl)Cl. The yield is 0.940.